From a dataset of Forward reaction prediction with 1.9M reactions from USPTO patents (1976-2016). Predict the product of the given reaction. (1) Given the reactants [CH2:1]([O:8][C:9]1[CH:17]=[CH:16][C:12]([C:13](Cl)=[O:14])=[CH:11][CH:10]=1)[C:2]1[CH:7]=[CH:6][CH:5]=[CH:4][CH:3]=1.[O-:18][C:19]#[N:20].[Na+].C1C=CC=CC=1.[Sn](Cl)(Cl)(Cl)Cl.[CH2:33]([CH:40]1[CH2:45][CH2:44][NH:43][CH2:42][CH2:41]1)[C:34]1[CH:39]=[CH:38][CH:37]=[CH:36][CH:35]=1, predict the reaction product. The product is: [CH2:1]([O:8][C:9]1[CH:17]=[CH:16][C:12]([C:13]([NH:20][C:19]([N:43]2[CH2:44][CH2:45][CH:40]([CH2:33][C:34]3[CH:39]=[CH:38][CH:37]=[CH:36][CH:35]=3)[CH2:41][CH2:42]2)=[O:18])=[O:14])=[CH:11][CH:10]=1)[C:2]1[CH:7]=[CH:6][CH:5]=[CH:4][CH:3]=1. (2) Given the reactants [F:1][C:2]1[CH:7]=[CH:6][C:5]([C@H:8]2[CH2:12][O:11][C:10](=[O:13])[NH:9]2)=[CH:4][CH:3]=1.[H-].[Na+].[Br:16][C:17]1[CH:18]=[N:19][N:20]2[CH:25]=[CH:24][C:23](Cl)=[N:22][C:21]=12.O, predict the reaction product. The product is: [Br:16][C:17]1[CH:18]=[N:19][N:20]2[CH:25]=[CH:24][C:23]([N:9]3[C@@H:8]([C:5]4[CH:4]=[CH:3][C:2]([F:1])=[CH:7][CH:6]=4)[CH2:12][O:11][C:10]3=[O:13])=[N:22][C:21]=12. (3) The product is: [F:17][C:18]1[CH:23]=[CH:22][C:21]([C:2]2[CH:3]=[N:4][CH:5]=[CH:6][C:7]=2[N:8]2[CH2:13][CH2:12][CH:11]([C:14]([NH2:16])=[O:15])[CH2:10][CH2:9]2)=[CH:20][C:19]=1[CH3:27]. Given the reactants Br[C:2]1[CH:3]=[N:4][CH:5]=[CH:6][C:7]=1[N:8]1[CH2:13][CH2:12][CH:11]([C:14]([NH2:16])=[O:15])[CH2:10][CH2:9]1.[F:17][C:18]1[CH:23]=[CH:22][C:21](B(O)O)=[CH:20][C:19]=1[CH3:27].C(=O)([O-])[O-].[Na+].[Na+], predict the reaction product. (4) The product is: [O:4]1[C:8]2=[C:9]([N:13]3[CH2:18][CH2:17][N:16]([CH2:19][CH2:20][C@H:21]4[CH2:26][CH2:25][C@H:24]([NH:27][C:37](=[O:38])[CH2:36][C@H:33]5[CH2:34][CH2:35][C@H:30]([O:29][CH3:28])[CH2:31][CH2:32]5)[CH2:23][CH2:22]4)[CH2:15][CH2:14]3)[N:10]=[CH:11][CH:12]=[C:7]2[CH2:6][CH2:5]1. Given the reactants Cl.Cl.Cl.[O:4]1[C:8]2=[C:9]([N:13]3[CH2:18][CH2:17][N:16]([CH2:19][CH2:20][C@H:21]4[CH2:26][CH2:25][C@H:24]([NH2:27])[CH2:23][CH2:22]4)[CH2:15][CH2:14]3)[N:10]=[CH:11][CH:12]=[C:7]2[CH2:6][CH2:5]1.[CH3:28][O:29][C@H:30]1[CH2:35][CH2:34][C@H:33]([CH2:36][C:37](O)=[O:38])[CH2:32][CH2:31]1, predict the reaction product. (5) Given the reactants C([O:3][C:4]([CH:6]1[CH2:11][CH2:10][N:9]([C:12]2[N:17]=[C:16]([N:18]3[CH2:22][C@@H:21]([N:23]([CH2:35][C:36]4[CH:41]=[C:40]([C:42]([F:45])([F:44])[F:43])[CH:39]=[C:38]([C:46]([F:49])([F:48])[F:47])[CH:37]=4)[C:24]4[N:29]=[CH:28][C:27]([C:30]5[CH:31]=[N:32][NH:33][CH:34]=5)=[CH:26][N:25]=4)[CH2:20][C@H:19]3[CH2:50][CH3:51])[C:15]([Cl:52])=[CH:14][N:13]=2)[CH2:8][CH2:7]1)=[O:5])C.[Li+].[OH-].Cl, predict the reaction product. The product is: [F:49][C:46]([F:47])([F:48])[C:38]1[CH:37]=[C:36]([CH:41]=[C:40]([C:42]([F:43])([F:44])[F:45])[CH:39]=1)[CH2:35][N:23]([C:24]1[N:25]=[CH:26][C:27]([C:30]2[CH:34]=[N:33][NH:32][CH:31]=2)=[CH:28][N:29]=1)[C@@H:21]1[CH2:22][N:18]([C:16]2[C:15]([Cl:52])=[CH:14][N:13]=[C:12]([N:9]3[CH2:8][CH2:7][CH:6]([C:4]([OH:5])=[O:3])[CH2:11][CH2:10]3)[N:17]=2)[C@H:19]([CH2:50][CH3:51])[CH2:20]1. (6) The product is: [NH2:27][C:12]1[N:11]=[C:10]([C:7]2[CH:8]=[CH:9][C:4]([C:3]([OH:29])=[O:2])=[C:5]([Cl:28])[CH:6]=2)[C:15]([C:16]#[C:17][C:18]2[CH:19]=[N:20][C:21]([NH2:24])=[CH:22][CH:23]=2)=[C:14]([CH2:25][CH3:26])[N:13]=1. Given the reactants C[O:2][C:3](=[O:29])[C:4]1[CH:9]=[CH:8][C:7]([C:10]2[C:15]([C:16]#[C:17][C:18]3[CH:19]=[N:20][C:21]([NH2:24])=[CH:22][CH:23]=3)=[C:14]([CH2:25][CH3:26])[N:13]=[C:12]([NH2:27])[N:11]=2)=[CH:6][C:5]=1[Cl:28], predict the reaction product. (7) Given the reactants Br[C:2]1[N:7]2[CH:8]=[C:9]([CH2:11][CH2:12][C:13]3[CH:22]=[CH:21][C:20]4[C:15](=[CH:16][CH:17]=[CH:18][CH:19]=4)[N:14]=3)[N:10]=[C:6]2[C:5]([N:23]2[CH2:28][CH2:27][O:26][CH2:25][CH2:24]2)=[N:4][CH:3]=1.CC1(C)C(C)(C)OB([C:37]2[CH:42]=[CH:41][C:40]([N:43]3[C:47](=[O:48])[N:46]([CH2:49][O:50][CH2:51][CH2:52][Si:53]([CH3:56])([CH3:55])[CH3:54])[CH:45]=[N:44]3)=[CH:39][CH:38]=2)O1.C([O-])([O-])=O.[Na+].[Na+], predict the reaction product. The product is: [O:26]1[CH2:27][CH2:28][N:23]([C:5]2[C:6]3[N:7]([CH:8]=[C:9]([CH2:11][CH2:12][C:13]4[CH:22]=[CH:21][C:20]5[C:15](=[CH:16][CH:17]=[CH:18][CH:19]=5)[N:14]=4)[N:10]=3)[C:2]([C:37]3[CH:38]=[CH:39][C:40]([N:43]4[C:47](=[O:48])[N:46]([CH2:49][O:50][CH2:51][CH2:52][Si:53]([CH3:56])([CH3:55])[CH3:54])[CH:45]=[N:44]4)=[CH:41][CH:42]=3)=[CH:3][N:4]=2)[CH2:24][CH2:25]1.